This data is from Catalyst prediction with 721,799 reactions and 888 catalyst types from USPTO. The task is: Predict which catalyst facilitates the given reaction. (1) Reactant: [CH2:1]([O:19][CH2:20][C:21](=O)[CH2:22][O:23][CH2:24][CH2:25][CH2:26][CH2:27][CH2:28][CH2:29][CH2:30][CH2:31]/[CH:32]=[CH:33]\[CH2:34]/[CH:35]=[CH:36]\[CH2:37][CH2:38][CH2:39][CH2:40][CH3:41])[CH2:2][CH2:3][CH2:4][CH2:5][CH2:6][CH2:7][CH2:8]/[CH:9]=[CH:10]\[CH2:11]/[CH:12]=[CH:13]\[CH2:14][CH2:15][CH2:16][CH2:17][CH3:18].[CH2:43]([N:55]([CH2:63][CH2:64][CH2:65][NH2:66])C(=O)OC(C)(C)C)[CH2:44][CH2:45][CH2:46][N:47]([CH2:51][CH2:52][CH2:53][NH2:54])C(=O)[O-].C(O)(=O)C.C(O[BH-](OC(=O)C)OC(=O)C)(=O)C.[Na+].FC(F)(F)C(O)=O. Product: [NH2:66][CH2:65][CH2:64][CH2:63][NH:55][CH2:43][CH2:44][CH2:45][CH2:46][NH:47][CH2:51][CH2:52][CH2:53][NH:54][CH:21]([CH2:20][O:19][CH2:1][CH2:2][CH2:3][CH2:4][CH2:5][CH2:6][CH2:7][CH2:8]/[CH:9]=[CH:10]\[CH2:11]/[CH:12]=[CH:13]\[CH2:14][CH2:15][CH2:16][CH2:17][CH3:18])[CH2:22][O:23][CH2:24][CH2:25][CH2:26][CH2:27][CH2:28][CH2:29][CH2:30][CH2:31]/[CH:32]=[CH:33]\[CH2:34]/[CH:35]=[CH:36]\[CH2:37][CH2:38][CH2:39][CH2:40][CH3:41]. The catalyst class is: 417. (2) Reactant: [CH3:1][O:2][C:3]1[C:8]2[O:9][C:10]3[CH2:15][CH2:14][NH:13][CH2:12][C:11]=3[C:7]=2[CH:6]=[C:5]([O:16][C:17]2[CH:22]=[CH:21][CH:20]=[CH:19][CH:18]=2)[CH:4]=1.[ClH:23]. Product: [ClH:23].[CH3:1][O:2][C:3]1[C:8]2[O:9][C:10]3[CH2:15][CH2:14][NH:13][CH2:12][C:11]=3[C:7]=2[CH:6]=[C:5]([O:16][C:17]2[CH:22]=[CH:21][CH:20]=[CH:19][CH:18]=2)[CH:4]=1. The catalyst class is: 98. (3) The catalyst class is: 5. Reactant: [CH2:1]([C:8]1([CH3:30])[C:13](=[O:14])[N:12]([CH3:15])[C:11](=[O:16])[N:10]([CH2:17][C:18]2([C:23]3[CH:28]=[CH:27][CH:26]=[CH:25][CH:24]=3)OCC[O:19]2)[C:9]1=[O:29])[C:2]1[CH:7]=[CH:6][CH:5]=[CH:4][CH:3]=1.Cl. Product: [CH2:1]([C:8]1([CH3:30])[C:13](=[O:14])[N:12]([CH3:15])[C:11](=[O:16])[N:10]([CH2:17][C:18](=[O:19])[C:23]2[CH:28]=[CH:27][CH:26]=[CH:25][CH:24]=2)[C:9]1=[O:29])[C:2]1[CH:7]=[CH:6][CH:5]=[CH:4][CH:3]=1. (4) Reactant: [NH:1]1[C:9]2[C:4](=[CH:5][C:6]([O:10][C:11]3[C:20]4[C:15](=[CH:16][C:17]([O:23][CH3:24])=[C:18]([O:21][CH3:22])[CH:19]=4)[N:14]=[CH:13][CH:12]=3)=[CH:7][CH:8]=2)[CH:3]=[CH:2]1.[H-].[Na+].[F:27][C:28]1[CH:33]=[C:32]([F:34])[CH:31]=[CH:30][C:29]=1[N:35]=[C:36]=[O:37].O. Product: [F:27][C:28]1[CH:33]=[C:32]([F:34])[CH:31]=[CH:30][C:29]=1[NH:35][C:36]([N:1]1[C:9]2[C:4](=[CH:5][C:6]([O:10][C:11]3[C:20]4[C:15](=[CH:16][C:17]([O:23][CH3:24])=[C:18]([O:21][CH3:22])[CH:19]=4)[N:14]=[CH:13][CH:12]=3)=[CH:7][CH:8]=2)[CH:3]=[CH:2]1)=[O:37]. The catalyst class is: 42. (5) Reactant: [CH2:1]([O:8][C:9]([N:11]1[CH2:15][C@@H:14]([NH:16][C:17]([O:19][CH2:20][C:21]2[CH:26]=[CH:25][CH:24]=[CH:23][CH:22]=2)=[O:18])[CH2:13][C@H:12]1[CH2:27][N:28]=[N+]=[N-])=[O:10])[C:2]1[CH:7]=[CH:6][CH:5]=[CH:4][CH:3]=1.C1(P(C2C=CC=CC=2)C2C=CC=CC=2)C=CC=CC=1.O.[C:51]([O:55][C:56](O[C:56]([O:55][C:51]([CH3:54])([CH3:53])[CH3:52])=[O:57])=[O:57])([CH3:54])([CH3:53])[CH3:52]. Product: [CH2:1]([O:8][C:9]([N:11]1[CH2:15][C@@H:14]([NH:16][C:17]([O:19][CH2:20][C:21]2[CH:26]=[CH:25][CH:24]=[CH:23][CH:22]=2)=[O:18])[CH2:13][C@H:12]1[CH2:27][NH:28][C:56]([O:55][C:51]([CH3:54])([CH3:53])[CH3:52])=[O:57])=[O:10])[C:2]1[CH:7]=[CH:6][CH:5]=[CH:4][CH:3]=1. The catalyst class is: 7. (6) Reactant: [F:1][C:2]([F:15])([F:14])[C:3]1[CH:13]=[CH:12][C:6]([CH:7]=[CH:8][C:9](O)=[O:10])=[CH:5][CH:4]=1.C1(C)C=CC=CC=1.S(Cl)(Cl)=O.[NH3:27]. Product: [F:1][C:2]([F:15])([F:14])[C:3]1[CH:13]=[CH:12][C:6]([CH:7]=[CH:8][C:9]([NH2:27])=[O:10])=[CH:5][CH:4]=1. The catalyst class is: 9. (7) Reactant: C(OC(=O)[NH:7][CH:8]([CH3:19])[C:9]([N:11]1[CH2:16][CH2:15][S:14](=[O:18])(=[O:17])[CH2:13][CH2:12]1)=[O:10])(C)(C)C.FC(F)(F)C(O)=O. Product: [NH2:7][CH:8]([CH3:19])[C:9]([N:11]1[CH2:16][CH2:15][S:14](=[O:18])(=[O:17])[CH2:13][CH2:12]1)=[O:10]. The catalyst class is: 2. (8) Reactant: [F:1][C:2]1[CH:7]=[C:6]([N:8]([CH2:21][C:22]2[CH:23]=[C:24]([C:32]3[C:37]([CH3:38])=[CH:36][C:35]([OH:39])=[CH:34][C:33]=3[CH3:40])[C:25]([O:28][CH:29]([CH3:31])[CH3:30])=[CH:26][CH:27]=2)[S:9]([C:12]2[CH:17]=[CH:16][CH:15]=[CH:14][C:13]=2[N+:18]([O-:20])=[O:19])(=[O:11])=[O:10])[CH:5]=[CH:4][C:3]=1[CH2:41][CH2:42][C:43]([O:45][CH2:46][CH3:47])=[O:44].[O:48]1[C:50]2([CH2:55][CH2:54][S:53][CH2:52][CH2:51]2)[CH2:49]1.C(=O)([O-])[O-].[K+].[K+]. Product: [F:1][C:2]1[CH:7]=[C:6]([N:8]([CH2:21][C:22]2[CH:23]=[C:24]([C:32]3[C:37]([CH3:38])=[CH:36][C:35]([O:39][CH2:49][C:50]4([OH:48])[CH2:55][CH2:54][S:53][CH2:52][CH2:51]4)=[CH:34][C:33]=3[CH3:40])[C:25]([O:28][CH:29]([CH3:31])[CH3:30])=[CH:26][CH:27]=2)[S:9]([C:12]2[CH:17]=[CH:16][CH:15]=[CH:14][C:13]=2[N+:18]([O-:20])=[O:19])(=[O:11])=[O:10])[CH:5]=[CH:4][C:3]=1[CH2:41][CH2:42][C:43]([O:45][CH2:46][CH3:47])=[O:44]. The catalyst class is: 391. (9) Reactant: C(OC([N:8]1[CH2:13][CH2:12][CH:11]([N:14]([CH3:36])[C:15]2[C:16]([C:29]3[CH:34]=[CH:33][C:32]([F:35])=[CH:31][CH:30]=3)=[N:17][C:18]3[C:23]([N:24]=2)=[CH:22][C:21]([C:25]([O:27][CH3:28])=[O:26])=[CH:20][CH:19]=3)[CH2:10][CH2:9]1)=O)(C)(C)C.CO. Product: [F:35][C:32]1[CH:33]=[CH:34][C:29]([C:16]2[C:15]([N:14]([CH3:36])[CH:11]3[CH2:12][CH2:13][NH:8][CH2:9][CH2:10]3)=[N:24][C:23]3[C:18](=[CH:19][CH:20]=[C:21]([C:25]([O:27][CH3:28])=[O:26])[CH:22]=3)[N:17]=2)=[CH:30][CH:31]=1. The catalyst class is: 33.